Dataset: Peptide-MHC class I binding affinity with 185,985 pairs from IEDB/IMGT. Task: Regression. Given a peptide amino acid sequence and an MHC pseudo amino acid sequence, predict their binding affinity value. This is MHC class I binding data. (1) The binding affinity (normalized) is 0.213. The peptide sequence is AQRAAGPSV. The MHC is HLA-B40:01 with pseudo-sequence HLA-B40:01. (2) The peptide sequence is EYRFLVINR. The MHC is HLA-A11:01 with pseudo-sequence HLA-A11:01. The binding affinity (normalized) is 0. (3) The peptide sequence is QCGDPSSLDY. The MHC is HLA-A26:01 with pseudo-sequence HLA-A26:01. The binding affinity (normalized) is 0. (4) The peptide sequence is DRVVLQSKELL. The MHC is Mamu-A07 with pseudo-sequence Mamu-A07. The binding affinity (normalized) is 0. (5) The peptide sequence is KQGDVFYTA. The binding affinity (normalized) is 0.0847. The MHC is HLA-A25:01 with pseudo-sequence HLA-A25:01. (6) The peptide sequence is GARVIWMDAY. The MHC is HLA-A11:01 with pseudo-sequence HLA-A11:01. The binding affinity (normalized) is 0.204.